From a dataset of Experimentally validated miRNA-target interactions with 360,000+ pairs, plus equal number of negative samples. Binary Classification. Given a miRNA mature sequence and a target amino acid sequence, predict their likelihood of interaction. (1) The miRNA is hsa-miR-4634 with sequence CGGCGCGACCGGCCCGGGG. The protein sequence of the target gene is MGRRRAPAGGSLGRALMRHQTQRSRSHRHTDSWLHTSELNDGYDWGRLNLQSVTEQSSLDDFLATAELAGTEFVAEKLNIKFVPAEARTGLLSFEESQRIKKLHEENKQFLCIPRRPNWNQNTTPEELKQAEKDNFLEWRRQLVRLEEEQKLILTPFERNLDFWRQLWRVIERSDIVVQIVDARNPLLFRCEDLECYVKEMDANKENVILINKADLLTAEQRSAWAMYFEKEDVKVIFWSALAGAIPLNGDSEEEANRDDRQSNTTKFGHSSFDQAEISHSESEHLPARDSPSLSENPTT.... Result: 0 (no interaction). (2) The miRNA is hsa-miR-3973 with sequence ACAAAGUACAGCAUUAGCCUUAG. The protein sequence of the target gene is MCSSVAAKLWFLTDRRIREDYPQKEILRALKAKCCEEELDFRAVVMDEVVLTIEQGNLGLRINGELITAYPQVVVVRVPTPWVQSDSDITVLRHLEKMGCRLMNRPQAILNCVNKFWTFQELAGHGVPLPDTFSYGGHENFAKMIDEAEVLEFPMVVKNTRGHRGKAVFLARDKHHLADLSHLIRHEAPYLFQKYVKESHGRDVRVIVVGGRVVGTMLRCSTDGRMQSNCSLGGVGMMCSLSEQGKQLAIQVSNILGMDVCGIDLLMKDDGSFCVCEANANVGFIAFDKACNLDVAGIIA.... Result: 1 (interaction). (3) The miRNA is hsa-miR-615-3p with sequence UCCGAGCCUGGGUCUCCCUCUU. The protein sequence of the target gene is MGRLASRPLLLALLSLALCRGRVVRVPTATLVRVVGTELVIPCNVSDYDGPSEQNFDWSFSSLGSSFVELASTWEVGFPAQLYQERLQRGEILLRRTANDAVELHIKNVQPSDQGHYKCSTPSTDATVQGNYEDTVQVKVLADSLHVGPSARPPPSLSLREGEPFELRCTAASASPLHTHLALLWEVHRGPARRSVLALTHEGRFHPGLGYEQRYHSGDVRLDTVGSDAYRLSVSRALSADQGSYRCIVSEWIAEQGNWQEIQEKAVEVATVVIQPSVLRAAVPKNVSVAEGKELDLTCN.... Result: 1 (interaction). (4) The miRNA is hsa-miR-6821-3p with sequence UGACCUCUCCGCUCCGCACAG. The protein sequence of the target gene is MSQKQEEENPAEETGEEKQDTQEKEGILPERAEEAKLKAKYPSLGQKPGGSDFLMKRLQKGQKYFDSGDYNMAKAKMKNKQLPSAGPDKNLVTGDHIPTPQDLPQRKSSLVTSKLAGGQVE. Result: 1 (interaction).